From a dataset of Full USPTO retrosynthesis dataset with 1.9M reactions from patents (1976-2016). Predict the reactants needed to synthesize the given product. (1) Given the product [Br:1][C:2]1[C:10]([F:11])=[C:9]2[C:5]([CH:6]=[CH:7][N:8]2[CH3:14])=[CH:4][CH:3]=1, predict the reactants needed to synthesize it. The reactants are: [Br:1][C:2]1[C:10]([F:11])=[C:9]2[C:5]([CH:6]=[CH:7][NH:8]2)=[CH:4][CH:3]=1.[H-].[Na+].[CH3:14]I. (2) Given the product [Br-:1].[OH:8][CH2:7][CH2:6][CH2:5][CH2:4][CH2:3][CH2:2][P+:15]([C:16]1[CH:17]=[CH:18][CH:19]=[CH:20][CH:21]=1)([C:22]1[CH:27]=[CH:26][CH:25]=[CH:24][CH:23]=1)[C:9]1[CH:10]=[CH:11][CH:12]=[CH:13][CH:14]=1, predict the reactants needed to synthesize it. The reactants are: [Br:1][CH2:2][CH2:3][CH2:4][CH2:5][CH2:6][CH2:7][OH:8].[C:9]1([P:15]([C:22]2[CH:27]=[CH:26][CH:25]=[CH:24][CH:23]=2)[C:16]2[CH:21]=[CH:20][CH:19]=[CH:18][CH:17]=2)[CH:14]=[CH:13][CH:12]=[CH:11][CH:10]=1.C(#N)C. (3) The reactants are: Br[C:2]1[CH:7]=[CH:6][C:5]([S:8][CH2:9][CH2:10][C:11]([NH2:13])=[O:12])=[C:4]([C:14]([F:17])([F:16])[F:15])[CH:3]=1.[CH3:18][N:19]1[CH:23]=[C:22](B2OC(C)(C)C(C)(C)O2)[CH:21]=[N:20]1.C(=O)([O-])[O-].[K+].[K+].O. Given the product [CH3:18][N:19]1[CH:23]=[C:22]([C:2]2[CH:7]=[CH:6][C:5]([S:8][CH2:9][CH2:10][C:11]([NH2:13])=[O:12])=[C:4]([C:14]([F:17])([F:16])[F:15])[CH:3]=2)[CH:21]=[N:20]1, predict the reactants needed to synthesize it. (4) The reactants are: [OH-].[Na+].[CH3:3][C:4]1([CH3:39])[C:12]2[C:7](=[CH:8][CH:9]=[C:10]([C:13]3[CH:18]=[CH:17][C:16]([C:19]([F:22])([F:21])[F:20])=[CH:15][CH:14]=3)[CH:11]=2)[N:6]([C:23](=[O:38])[CH2:24][O:25][C:26]2[CH:27]=[C:28]([CH2:32][C:33]([O:35]CC)=[O:34])[CH:29]=[CH:30][CH:31]=2)[CH2:5]1.Cl. Given the product [CH3:3][C:4]1([CH3:39])[C:12]2[C:7](=[CH:8][CH:9]=[C:10]([C:13]3[CH:14]=[CH:15][C:16]([C:19]([F:20])([F:21])[F:22])=[CH:17][CH:18]=3)[CH:11]=2)[N:6]([C:23](=[O:38])[CH2:24][O:25][C:26]2[CH:27]=[C:28]([CH2:32][C:33]([OH:35])=[O:34])[CH:29]=[CH:30][CH:31]=2)[CH2:5]1, predict the reactants needed to synthesize it. (5) Given the product [C:1]([C:3]1[CH:4]=[C:5]([S:10]([NH:13][C:14]2[CH:19]=[CH:18][CH:17]=[CH:16][CH:15]=2)(=[O:12])=[O:11])[CH:6]=[CH:7][C:8]=1[O:29][C:23]1[CH:24]=[CH:25][C:26]([S:27][CH3:28])=[C:21]([CH3:20])[CH:22]=1)#[N:2], predict the reactants needed to synthesize it. The reactants are: [C:1]([C:3]1[CH:4]=[C:5]([S:10]([NH:13][C:14]2[CH:19]=[CH:18][CH:17]=[CH:16][CH:15]=2)(=[O:12])=[O:11])[CH:6]=[CH:7][C:8]=1F)#[N:2].[CH3:20][C:21]1[CH:22]=[C:23]([OH:29])[CH:24]=[CH:25][C:26]=1[S:27][CH3:28].C([O-])([O-])=O.[K+].[K+].Cl.